This data is from Full USPTO retrosynthesis dataset with 1.9M reactions from patents (1976-2016). The task is: Predict the reactants needed to synthesize the given product. (1) Given the product [CH3:60][CH:61]([CH3:24])[CH2:62][CH2:63][O:6][C:5](=[O:7])[C@@:4]([CH2:9][OH:10])([CH3:8])[CH2:3][C@H:2]([NH:1][C:38]([C:36]1[NH:35][N:34]=[N:33][CH:37]=1)=[O:40])[CH2:11][C:12]1[CH:13]=[CH:14][C:15]([C:18]2[CH:23]=[CH:22][CH:21]=[CH:20][CH:19]=2)=[CH:16][CH:17]=1, predict the reactants needed to synthesize it. The reactants are: [NH2:1][C@H:2]([CH2:11][C:12]1[CH:17]=[CH:16][C:15]([C:18]2[CH:23]=[CH:22][CH:21]=[CH:20][CH:19]=2)=[CH:14][CH:13]=1)[CH2:3][C@:4]([CH2:9][OH:10])([CH3:8])[C:5]([OH:7])=[O:6].[CH3:24]C#N.O1CCOCC1.[NH:33]1[CH:37]=[C:36]([C:38]([OH:40])=O)[N:35]=[N:34]1.CCN(C(C)C)C(C)C.CN(C(ON1N=N[C:60]2[CH:61]=[CH:62][CH:63]=NC1=2)=[N+](C)C)C.F[P-](F)(F)(F)(F)F. (2) Given the product [ClH:26].[CH:1]1([C:7]2[S:25][C:10]3[N:11]=[C:12]([CH3:24])[N:13]=[C:14]([CH2:15][N:16]4[CH2:21][CH2:20][O:19][C:18]([CH3:22])([CH3:23])[CH2:17]4)[C:9]=3[CH:8]=2)[CH2:2][CH2:3][CH2:4][CH2:5][CH2:6]1, predict the reactants needed to synthesize it. The reactants are: [CH:1]1([C:7]2[S:25][C:10]3[N:11]=[C:12]([CH3:24])[N:13]=[C:14]([CH2:15][N:16]4[CH2:21][CH2:20][O:19][C:18]([CH3:23])([CH3:22])[CH2:17]4)[C:9]=3[CH:8]=2)[CH2:6][CH2:5][CH2:4][CH2:3][CH2:2]1.[ClH:26].CCOC(C)=O. (3) Given the product [CH2:38]([C:14]1([C:17]([O:19][CH2:20][C:21]2[CH:26]=[CH:25][CH:24]=[CH:23][CH:22]=2)=[O:18])[CH2:13][CH2:12][N:11]([C:27]([O:29][C:30]([CH3:33])([CH3:32])[CH3:31])=[O:28])[CH2:16][CH2:15]1)[CH2:37][CH:36]=[CH2:35], predict the reactants needed to synthesize it. The reactants are: C[Si](C)(C)[N-][Si](C)(C)C.[Li+].[N:11]1([C:27]([O:29][C:30]([CH3:33])([CH3:32])[CH3:31])=[O:28])[CH2:16][CH2:15][CH:14]([C:17]([O:19][CH2:20][C:21]2[CH:26]=[CH:25][CH:24]=[CH:23][CH:22]=2)=[O:18])[CH2:13][CH2:12]1.Br[CH2:35][CH2:36][CH:37]=[CH2:38].O. (4) Given the product [OH:55][CH2:54][C@@H:38]1[C@@H:39]([OH:50])[C@H:40]([OH:46])[C@H:41]([OH:42])[C@@H:36]([CH2:35][CH2:34][CH2:33][C:30]2[CH:29]=[CH:28][C:27]([CH2:26][CH2:25][CH2:24][C@@H:8]3[C@@H:9]([OH:20])[C@@H:10]([OH:16])[C@H:11]([OH:12])[C@@H:6]([CH2:5][OH:4])[O:7]3)=[CH:32][CH:31]=2)[O:37]1, predict the reactants needed to synthesize it. The reactants are: C([O:4][CH2:5][C@@H:6]1[C@@H:11]([O:12]C(=O)C)[C@H:10]([O:16]C(=O)C)[C@H:9]([O:20]C(=O)C)[C@@H:8]([CH2:24][CH2:25][CH2:26][C:27]2[CH:32]=[CH:31][C:30]([CH2:33][CH2:34][CH2:35][C@@H:36]3[C@@H:41]([O:42]C(=O)C)[C@@H:40]([O:46]C(=O)C)[C@H:39]([O:50]C(=O)C)[C@@H:38]([CH2:54][O:55]C(=O)C)[O:37]3)=[CH:29][CH:28]=2)[O:7]1)(=O)C.CO[Na]. (5) The reactants are: [Br:1][C:2]1[CH:7]=[C:6]([Cl:8])[CH:5]=[CH:4][C:3]=1[CH2:9][C:10]([OH:12])=O.C1COCC1.B.Cl.O.C(Cl)Cl.N1C=CN=C1.[Si:29](Cl)([C:32]([CH3:35])([CH3:34])[CH3:33])([CH3:31])[CH3:30]. Given the product [Br:1][C:2]1[CH:7]=[C:6]([Cl:8])[CH:5]=[CH:4][C:3]=1[CH2:9][CH2:10][O:12][Si:29]([C:32]([CH3:35])([CH3:34])[CH3:33])([CH3:31])[CH3:30], predict the reactants needed to synthesize it. (6) Given the product [CH3:1][O:2][C:3](=[O:37])[CH:4]([C:9]1[CH:10]=[C:11]([C:23]2[CH:28]=[C:27]([C:29]([F:30])([F:32])[F:31])[CH:26]=[C:25]([C:33]([F:34])([F:35])[F:36])[CH:24]=2)[CH:12]=[C:13]([NH:43][C:42]2[CH:44]=[C:45]([C:47]([F:48])([F:49])[F:50])[CH:46]=[C:40]([C:39]([F:38])([F:51])[F:52])[CH:41]=2)[CH:14]=1)[CH2:5][CH:6]([CH3:7])[CH3:8], predict the reactants needed to synthesize it. The reactants are: [CH3:1][O:2][C:3](=[O:37])[CH:4]([C:9]1[CH:10]=[C:11]([C:23]2[CH:28]=[C:27]([C:29]([F:32])([F:31])[F:30])[CH:26]=[C:25]([C:33]([F:36])([F:35])[F:34])[CH:24]=2)[CH:12]=[C:13](OS(C(F)(F)F)(=O)=O)[CH:14]=1)[CH2:5][CH:6]([CH3:8])[CH3:7].[F:38][C:39]([F:52])([F:51])[C:40]1[CH:41]=[C:42]([CH:44]=[C:45]([C:47]([F:50])([F:49])[F:48])[CH:46]=1)[NH2:43]. (7) Given the product [CH2:1]([O:5][C:6]1[N:14]=[C:13]2[C:9]([N:10]=[C:11]([O:24][CH3:25])[N:12]2[CH2:15][CH2:16][CH2:21][CH2:20][CH:49]2[CH2:50][CH2:51][N:46]([CH2:44][CH3:45])[CH2:47][CH2:48]2)=[C:8]([NH2:26])[N:7]=1)[CH2:2][CH2:3][CH3:4], predict the reactants needed to synthesize it. The reactants are: [CH2:1]([O:5][C:6]1[N:14]=[C:13]2[C:9]([N:10]=[C:11]([O:24][CH3:25])[N:12]2[CH2:15][CH:16]2[CH2:21][CH2:20]N(CC)CC2)=[C:8]([NH2:26])[N:7]=1)[CH2:2][CH2:3][CH3:4].C(OC1NC(N)=C2C(N=1)=NC(OC)=N2)CCC.[CH2:44]([N:46]1[CH2:51][CH2:50][CH:49](C(CC)CO)[CH2:48][CH2:47]1)[CH3:45].